From a dataset of Full USPTO retrosynthesis dataset with 1.9M reactions from patents (1976-2016). Predict the reactants needed to synthesize the given product. (1) Given the product [F:1][C:2]([F:14])([F:13])[C:3]1[CH:4]=[C:5]([S:9]([N:22]2[CH2:27][CH2:26][CH:25]([O:28][N:29]3[C:30](=[O:39])[C:31]4[C:36](=[CH:35][CH:34]=[CH:33][CH:32]=4)[C:37]3=[O:38])[CH2:24][CH2:23]2)(=[O:11])=[O:10])[CH:6]=[CH:7][CH:8]=1, predict the reactants needed to synthesize it. The reactants are: [F:1][C:2]([F:14])([F:13])[C:3]1[CH:4]=[C:5]([S:9](Cl)(=[O:11])=[O:10])[CH:6]=[CH:7][CH:8]=1.FC(F)(F)C(O)=O.[NH:22]1[CH2:27][CH2:26][CH:25]([O:28][N:29]2[C:37](=[O:38])[C:36]3[C:31](=[CH:32][CH:33]=[CH:34][CH:35]=3)[C:30]2=[O:39])[CH2:24][CH2:23]1.C(N(CC)C(C)C)(C)C. (2) The reactants are: [OH:1][CH2:2][CH:3]([C:10]1[N:15]=[C:14]([NH:16][C:17]2[S:21][C:20]([C:22]3[CH:23]=[N:24][C:25]([N:28]4[CH2:33][CH2:32][O:31][CH2:30][CH2:29]4)=[CH:26][CH:27]=3)=[N:19][C:18]=2[C:34]([OH:36])=O)[CH:13]=[CH:12][CH:11]=1)[N:4]1[CH2:9][CH2:8][O:7][CH2:6][CH2:5]1.O[N:38]1C2C=CC=CC=2N=N1.Cl.C(N=C=NCCCN(C)C)C.[Cl-].[NH4+].C(N(C(C)C)CC)(C)C. Given the product [OH:1][CH2:2][CH:3]([C:10]1[N:15]=[C:14]([NH:16][C:17]2[S:21][C:20]([C:22]3[CH:23]=[N:24][C:25]([N:28]4[CH2:33][CH2:32][O:31][CH2:30][CH2:29]4)=[CH:26][CH:27]=3)=[N:19][C:18]=2[C:34]([NH2:38])=[O:36])[CH:13]=[CH:12][CH:11]=1)[N:4]1[CH2:9][CH2:8][O:7][CH2:6][CH2:5]1, predict the reactants needed to synthesize it. (3) Given the product [F:6][C:7]1[CH:8]=[CH:9][C:10]([CH2:13][O:14][S:2]([CH3:1])(=[O:4])=[O:3])=[N:11][CH:12]=1, predict the reactants needed to synthesize it. The reactants are: [CH3:1][S:2](Cl)(=[O:4])=[O:3].[F:6][C:7]1[CH:8]=[CH:9][C:10]([CH2:13][OH:14])=[N:11][CH:12]=1.C(N(CC)CC)C. (4) The reactants are: O[C@@H:2]1[CH2:7][CH2:6][C@H:5]([N:8]2[CH2:12][CH2:11][CH2:10][C:9]2=[O:13])[CH2:4][CH2:3]1.CCN(S(F)(F)[F:20])CC.C([O-])(O)=O.[Na+]. Given the product [F:20][C@H:2]1[CH2:7][CH2:6][C@H:5]([N:8]2[CH2:12][CH2:11][CH2:10][C:9]2=[O:13])[CH2:4][CH2:3]1, predict the reactants needed to synthesize it.